Dataset: Full USPTO retrosynthesis dataset with 1.9M reactions from patents (1976-2016). Task: Predict the reactants needed to synthesize the given product. (1) Given the product [S:1]1[CH:5]=[CH:4][CH:3]=[C:2]1[CH2:6][NH:7][CH2:10][CH2:9][C:8]([O:12][CH3:13])=[O:11], predict the reactants needed to synthesize it. The reactants are: [S:1]1[CH:5]=[CH:4][CH:3]=[C:2]1[CH2:6][NH2:7].[C:8]([O:12][CH3:13])(=[O:11])[CH:9]=[CH2:10]. (2) Given the product [Br:8][C:5]1[CH:6]=[CH:7][C:2]([NH:1][S:27]([C:24]2[CH:23]=[CH:22][C:21]([O:20][CH:17]([CH3:19])[CH3:18])=[CH:26][CH:25]=2)(=[O:29])=[O:28])=[C:3]([C:9]([C:11]2[CH:16]=[CH:15][N:14]=[CH:13][CH:12]=2)=[O:10])[CH:4]=1, predict the reactants needed to synthesize it. The reactants are: [NH2:1][C:2]1[CH:7]=[CH:6][C:5]([Br:8])=[CH:4][C:3]=1[C:9]([C:11]1[CH:16]=[CH:15][N:14]=[CH:13][CH:12]=1)=[O:10].[CH:17]([O:20][C:21]1[CH:26]=[CH:25][C:24]([S:27](Cl)(=[O:29])=[O:28])=[CH:23][CH:22]=1)([CH3:19])[CH3:18]. (3) The reactants are: [CH3:1][O:2][C:3]([NH:5][C@@H:6]1[CH:14]2[C:15](=[O:22])[CH2:16][C@H:17]([C:19](O)=[O:20])[CH2:18][N:12]3[C:13]2=[C:9]([CH:10]=[CH:11]3)[CH2:8][CH2:7]1)=[O:4].[Br:23][C:24]1[CH:33]=[CH:32][C:27]([C:28]([NH:30][NH2:31])=[O:29])=[CH:26][CH:25]=1.CCN(C(C)C)C(C)C.CN(C(ON1N=NC2C=CC=NC1=2)=[N+](C)C)C.F[P-](F)(F)(F)(F)F. Given the product [Br:23][C:24]1[CH:33]=[CH:32][C:27]([C:28]([NH:30][NH:31][C:19]([C@@H:17]2[CH2:18][N:12]3[C:13]4[CH:14]([C@@H:6]([NH:5][C:3](=[O:4])[O:2][CH3:1])[CH2:7][CH2:8][C:9]=4[CH:10]=[CH:11]3)[C:15](=[O:22])[CH2:16]2)=[O:20])=[O:29])=[CH:26][CH:25]=1, predict the reactants needed to synthesize it. (4) The reactants are: [CH3:1][C:2]1[N:3]=[N:4][S:5][C:6]=1[C:7]([OH:9])=O.C(N(CC)CC)C.CN(C(ON1N=NC2C=CC=NC1=2)=[N+](C)C)C.F[P-](F)(F)(F)(F)F.[NH2:41][C:42]1[CH:47]=[CH:46][C:45]([C:48]2[CH2:52][CH2:51][N:50]([C:53](=[O:65])[CH2:54][C:55]3[CH:60]=[CH:59][C:58]([O:61][CH3:62])=[C:57]([O:63][CH3:64])[CH:56]=3)[N:49]=2)=[CH:44][CH:43]=1. Given the product [CH3:64][O:63][C:57]1[CH:56]=[C:55]([CH2:54][C:53]([N:50]2[CH2:51][CH2:52][C:48]([C:45]3[CH:44]=[CH:43][C:42]([NH:41][C:7]([C:6]4[S:5][N:4]=[N:3][C:2]=4[CH3:1])=[O:9])=[CH:47][CH:46]=3)=[N:49]2)=[O:65])[CH:60]=[CH:59][C:58]=1[O:61][CH3:62], predict the reactants needed to synthesize it. (5) Given the product [C:1]([N:5]1[C:9]([C:10]2[CH:15]=[CH:14][C:13]([F:16])=[CH:12][CH:11]=2)=[C:8]([C:17]2[S:19][CH:21]=[C:22]([CH2:23][C:24]([O:26][CH2:27][CH3:28])=[O:25])[N:18]=2)[CH:7]=[N:6]1)([CH3:4])([CH3:2])[CH3:3], predict the reactants needed to synthesize it. The reactants are: [C:1]([N:5]1[C:9]([C:10]2[CH:15]=[CH:14][C:13]([F:16])=[CH:12][CH:11]=2)=[C:8]([C:17](=[S:19])[NH2:18])[CH:7]=[N:6]1)([CH3:4])([CH3:3])[CH3:2].Cl[CH2:21][C:22](=O)[CH2:23][C:24]([O:26][CH2:27][CH3:28])=[O:25]. (6) Given the product [NH2:21][C:17]1[N:16]=[C:15]([C:9]2[C:8]([C:4]3[CH:3]=[C:2]([NH:1][C:30]([NH:29][C:27]4[CH:26]=[CH:25][C:24]([Br:32])=[C:23]([F:22])[CH:28]=4)=[O:31])[CH:7]=[CH:6][CH:5]=3)=[CH:12][N:11]([CH2:13][CH3:14])[N:10]=2)[CH:20]=[CH:19][N:18]=1, predict the reactants needed to synthesize it. The reactants are: [NH2:1][C:2]1[CH:3]=[C:4]([C:8]2[C:9]([C:15]3[CH:20]=[CH:19][N:18]=[C:17]([NH2:21])[N:16]=3)=[N:10][N:11]([CH2:13][CH3:14])[CH:12]=2)[CH:5]=[CH:6][CH:7]=1.[F:22][C:23]1[CH:28]=[C:27]([N:29]=[C:30]=[O:31])[CH:26]=[CH:25][C:24]=1[Br:32]. (7) Given the product [CH2:16]([N:23]1[C:28](=[O:29])[CH:27]=[CH:26][C:25]([CH2:30][C:10]2[C:9]3[C:4](=[CH:5][CH:6]=[CH:7][CH:8]=3)[N:3]([CH2:11][C:12]([O:14][CH3:15])=[O:13])[C:2]=2[CH3:1])=[N:24]1)[C:17]1[CH:18]=[CH:19][CH:20]=[CH:21][CH:22]=1, predict the reactants needed to synthesize it. The reactants are: [CH3:1][C:2]1[N:3]([CH2:11][C:12]([O:14][CH3:15])=[O:13])[C:4]2[C:9]([CH:10]=1)=[CH:8][CH:7]=[CH:6][CH:5]=2.[CH2:16]([N:23]1[C:28](=[O:29])[CH:27]=[CH:26][C:25]([CH:30]=O)=[N:24]1)[C:17]1[CH:22]=[CH:21][CH:20]=[CH:19][CH:18]=1.C([SiH](CC)CC)C.FC(F)(F)C(O)=O. (8) Given the product [CH3:9][S:10]([N:13]1[CH2:22][CH2:21][C:20]2[C:15](=[CH:16][CH:17]=[C:18]([O:23][CH2:24][CH2:25][CH2:26][CH:27]3[CH2:28][CH2:29][N:30]([C:2]#[N:1])[CH2:31][CH2:32]3)[CH:19]=2)[CH2:14]1)(=[O:11])=[O:12], predict the reactants needed to synthesize it. The reactants are: [N:1]#[C:2]Br.C(=O)(O)[O-].[Na+].[CH3:9][S:10]([N:13]1[CH2:22][CH2:21][C:20]2[C:15](=[CH:16][CH:17]=[C:18]([O:23][CH2:24][CH2:25][CH2:26][CH:27]3[CH2:32][CH2:31][NH:30][CH2:29][CH2:28]3)[CH:19]=2)[CH2:14]1)(=[O:12])=[O:11]. (9) Given the product [CH2:16]([O:15][C:13]([NH:1][CH2:2][CH2:3][CH2:4][CH2:5][CH2:6][C:7]([OH:9])=[O:8])=[O:14])[CH:17]=[CH2:18], predict the reactants needed to synthesize it. The reactants are: [NH2:1][CH2:2][CH2:3][CH2:4][CH2:5][CH2:6][C:7]([OH:9])=[O:8].[OH-].[Na+].Cl[C:13]([O:15][CH2:16][CH:17]=[CH2:18])=[O:14].C(O)(=O)CC(CC(O)=O)(C(O)=O)O.